This data is from Catalyst prediction with 721,799 reactions and 888 catalyst types from USPTO. The task is: Predict which catalyst facilitates the given reaction. (1) Reactant: [Cl:1][C:2]1[CH:33]=[CH:32][CH:31]=[C:30]([F:34])[C:3]=1[C:4]([NH:6][C:7]1[CH:29]=[CH:28][C:10]2[O:11][C@@H:12]([CH2:26][OH:27])[CH2:13][N:14]([S:15]([C:18]3[CH:23]=[CH:22][CH:21]=[C:20]([C:24]#[N:25])[CH:19]=3)(=[O:17])=[O:16])[C:9]=2[CH:8]=1)=[O:5].C(N(CC)C(C)C)(C)C.[CH3:44][S:45](O[S:45]([CH3:44])(=[O:47])=[O:46])(=[O:47])=[O:46]. Product: [CH3:44][S:45]([O:27][CH2:26][C@@H:12]1[O:11][C:10]2[CH:28]=[CH:29][C:7]([NH:6][C:4](=[O:5])[C:3]3[C:30]([F:34])=[CH:31][CH:32]=[CH:33][C:2]=3[Cl:1])=[CH:8][C:9]=2[N:14]([S:15]([C:18]2[CH:23]=[CH:22][CH:21]=[C:20]([C:24]#[N:25])[CH:19]=2)(=[O:17])=[O:16])[CH2:13]1)(=[O:47])=[O:46]. The catalyst class is: 96. (2) Reactant: [C:1]([NH:8][C@H:9]([C:17]([OH:19])=O)[CH2:10][C:11]1[CH:16]=[CH:15][CH:14]=[CH:13][CH:12]=1)([O:3][C:4]([CH3:7])([CH3:6])[CH3:5])=[O:2].C1CCC(N=C=NC2CCCCC2)CC1.[C:35](=[N:38]O)([NH2:37])[CH3:36].N1C=CC=CC=1. Product: [C:4]([O:3][C:1](=[O:2])[NH:8][C@@H:9]([C:17]1[O:19][N:38]=[C:35]([CH3:36])[N:37]=1)[CH2:10][C:11]1[CH:12]=[CH:13][CH:14]=[CH:15][CH:16]=1)([CH3:5])([CH3:6])[CH3:7]. The catalyst class is: 91. (3) Reactant: [CH3:1][O:2][C:3]1[CH:4]=[C:5]([CH:23]=[C:24]([O:26][CH3:27])[CH:25]=1)/[CH:6]=[CH:7]/[C:8]1[CH:13]=[CH:12][C:11]([B:14]2[O:18]C(C)(C)C(C)(C)[O:15]2)=[CH:10][CH:9]=1.C1(/C=C/C2C=CC=CC=2)C=CC=CC=1.CCOC(C)=O.CCCCCC. Product: [CH3:27][O:26][C:24]1[CH:23]=[C:5]([CH:4]=[C:3]([O:2][CH3:1])[CH:25]=1)/[CH:6]=[CH:7]/[C:8]1[CH:9]=[CH:10][C:11]([B:14]([OH:18])[OH:15])=[CH:12][CH:13]=1. The catalyst class is: 5. (4) Reactant: [Cr](O[Cr]([O-])(=O)=O)([O-])(=O)=O.[NH+]1C=CC=CC=1.[NH+]1C=CC=CC=1.[CH3:22][O:23][CH2:24][O:25][C:26]1[CH:31]=[CH:30][C:29]([CH2:32][CH2:33][CH:34]2[CH2:41][CH2:40][CH2:39][CH:38]([OH:42])[CH2:37][CH2:36][CH2:35]2)=[CH:28][CH:27]=1. Product: [CH3:22][O:23][CH2:24][O:25][C:26]1[CH:31]=[CH:30][C:29]([CH2:32][CH2:33][CH:34]2[CH2:41][CH2:40][CH2:39][C:38](=[O:42])[CH2:37][CH2:36][CH2:35]2)=[CH:28][CH:27]=1. The catalyst class is: 363. (5) Reactant: [C:1]([C:3]1[CH:4]=[C:5]([C:13]2[S:17][C:16]([C:18]3[CH:27]=[CH:26][CH:25]=[C:24]4[C:19]=3[CH2:20][CH2:21][N:22](C(OC(C)(C)C)=O)[CH2:23]4)=[N:15][N:14]=2)[CH:6]=[CH:7][C:8]=1[O:9][CH:10]([CH3:12])[CH3:11])#[N:2].CCOCC.[ClH:40]. Product: [ClH:40].[CH3:12][CH:10]([O:9][C:8]1[CH:7]=[CH:6][C:5]([C:13]2[S:17][C:16]([C:18]3[CH:27]=[CH:26][CH:25]=[C:24]4[C:19]=3[CH2:20][CH2:21][NH:22][CH2:23]4)=[N:15][N:14]=2)=[CH:4][C:3]=1[C:1]#[N:2])[CH3:11]. The catalyst class is: 12. (6) Reactant: Cl.Cl.[N:3]1([CH2:8][C:9]([CH2:32][O:33][CH2:34][CH2:35][CH2:36][CH2:37][CH2:38][CH2:39][CH2:40][CH2:41][CH2:42][CH2:43][CH2:44][CH2:45][CH2:46][CH3:47])([CH2:16][O:17][CH2:18][CH2:19][CH2:20][CH2:21][CH2:22][CH2:23][CH2:24][CH2:25][CH2:26][CH2:27][CH2:28][CH2:29][CH2:30][CH3:31])[CH2:10][N:11]2[CH2:15][CH2:14][CH2:13][CH2:12]2)[CH2:7][CH2:6][CH2:5][CH2:4]1. Product: [N:3]1([CH2:8][C:9]([CH2:16][O:17][CH2:18][CH2:19][CH2:20][CH2:21][CH2:22][CH2:23][CH2:24][CH2:25][CH2:26][CH2:27][CH2:28][CH2:29][CH2:30][CH3:31])([CH2:32][O:33][CH2:34][CH2:35][CH2:36][CH2:37][CH2:38][CH2:39][CH2:40][CH2:41][CH2:42][CH2:43][CH2:44][CH2:45][CH2:46][CH3:47])[CH2:10][N:11]2[CH2:15][CH2:14][CH2:13][CH2:12]2)[CH2:4][CH2:5][CH2:6][CH2:7]1. The catalyst class is: 74. (7) Reactant: [CH3:1][O:2][CH2:3][C@@H:4]([O:6][C:7]1[CH:8]=[C:9]([C:24]2[NH:28][N:27]=[C:26]([O:29][CH2:30][C:31]([OH:33])=O)[CH:25]=2)[CH:10]=[C:11]([O:13][C:14]2[CH:19]=[CH:18][C:17]([S:20]([CH3:23])(=[O:22])=[O:21])=[CH:16][CH:15]=2)[CH:12]=1)[CH3:5].Cl.[CH2:35]([NH2:37])[CH3:36].Cl.CN(C)CCCN=C=NCC.ON1C2C=CC=CC=2N=N1. Product: [CH2:35]([NH:37][C:31](=[O:33])[CH2:30][O:29][C:26]1[CH:25]=[C:24]([C:9]2[CH:10]=[C:11]([O:13][C:14]3[CH:15]=[CH:16][C:17]([S:20]([CH3:23])(=[O:21])=[O:22])=[CH:18][CH:19]=3)[CH:12]=[C:7]([O:6][C@@H:4]([CH3:5])[CH2:3][O:2][CH3:1])[CH:8]=2)[NH:28][N:27]=1)[CH3:36]. The catalyst class is: 338. (8) Reactant: [N:1]1[CH:9]=[C:8]2[C:4]([NH:5][CH:6]=[N:7]2)=[N:3][CH:2]=1.[H-].[Na+].Cl[CH2:13][C:14]1[CH:24]=[CH:23][C:17]2[N:18]=[C:19]([S:21][CH3:22])[O:20][C:16]=2[CH:15]=1.O. Product: [N:1]1[CH:9]=[C:8]2[C:4]([N:5]([CH2:13][C:14]3[CH:24]=[CH:23][C:17]4[N:18]=[C:19]([S:21][CH3:22])[O:20][C:16]=4[CH:15]=3)[CH:6]=[N:7]2)=[N:3][CH:2]=1. The catalyst class is: 3. (9) Reactant: [CH3:1][O:2][CH2:3][O:4][C:5]1[CH:6]=[C:7]([S:15][CH2:16][CH2:17][C:18](OC)=O)[CH:8]=[N:9][C:10]=1[O:11][CH2:12][O:13][CH3:14].[K].[O-]CCCC.BrC[C:30]1C=C[CH:33]=[C:32]([F:36])[CH:31]=1. Product: [F:36][C:32]1[CH:33]=[C:17]([CH:18]=[CH:30][CH:31]=1)[CH2:16][S:15][C:7]1[CH:6]=[C:5]([O:4][CH2:3][O:2][CH3:1])[C:10]([O:11][CH2:12][O:13][CH3:14])=[N:9][CH:8]=1. The catalyst class is: 1.